From a dataset of Full USPTO retrosynthesis dataset with 1.9M reactions from patents (1976-2016). Predict the reactants needed to synthesize the given product. (1) Given the product [C:1]([O:8][CH2:9][N:35]1[C:31]2[C:30](=[CH:29][C:28]([CH2:27][CH2:26][N:23]3[CH2:24][CH2:25][N:20]([C:17]4[C:15]5[CH:16]=[CH:11][CH:12]=[CH:13][C:14]=5[S:19][N:18]=4)[CH2:21][CH2:22]3)=[C:33]([Cl:34])[CH:32]=2)[CH2:38][C:36]1=[O:37])(=[O:7])[CH2:2][CH2:3][CH2:4][CH2:5][CH3:6], predict the reactants needed to synthesize it. The reactants are: [C:1]([O:8][CH2:9]Cl)(=[O:7])[CH2:2][CH2:3][CH2:4][CH2:5][CH3:6].[CH:11]1[CH:12]=[CH:13][C:14]2[S:19][N:18]=[C:17]([N:20]3[CH2:25][CH2:24][N:23]([CH2:26][CH2:27][C:28]4[CH:29]=[C:30]5[CH2:38][C:36](=[O:37])[NH:35][C:31]5=[CH:32][C:33]=4[Cl:34])[CH2:22][CH2:21]3)[C:15]=2[CH:16]=1.C(N(CC)CC)C. (2) Given the product [C:1]([O:4][CH2:5]/[C:6](/[C:17]1[CH:22]=[CH:21][C:20]([S:23]([CH3:26])(=[O:25])=[O:24])=[CH:19][CH:18]=1)=[C:7](/[C:11]1[CH:16]=[CH:15][CH:14]=[CH:13][CH:12]=1)\[C:8]([O:10][CH2:35][CH2:34][CH2:33][CH2:32][CH:31]([O:30][N+:27]([O-:29])=[O:28])[CH2:37][O:38][N+:39]([O-:41])=[O:40])=[O:9])(=[O:3])[CH3:2], predict the reactants needed to synthesize it. The reactants are: [C:1]([O:4][CH2:5]/[C:6](/[C:17]1[CH:22]=[CH:21][C:20]([S:23]([CH3:26])(=[O:25])=[O:24])=[CH:19][CH:18]=1)=[C:7](/[C:11]1[CH:16]=[CH:15][CH:14]=[CH:13][CH:12]=1)\[C:8]([OH:10])=[O:9])(=[O:3])[CH3:2].[N+:27]([O:30][CH:31]([CH2:37][O:38][N+:39]([O-:41])=[O:40])[CH2:32][CH2:33][CH2:34][CH2:35]O)([O-:29])=[O:28].CCN=C=NCCCN(C)C. (3) Given the product [ClH:34].[CH3:1][C:2]1[CH:7]=[CH:6][CH:5]=[CH:4][C:3]=1[S:8]([C:11]1[CH:12]=[C:13]2[C:17](=[CH:18][CH:19]=1)[N:16]([CH3:20])[C:15]1[CH2:21][CH:22]3[NH:26][CH:25]([C:14]2=1)[CH2:24][CH2:23]3)(=[O:10])=[O:9], predict the reactants needed to synthesize it. The reactants are: [CH3:1][C:2]1[CH:7]=[CH:6][CH:5]=[CH:4][C:3]=1[S:8]([C:11]1[CH:19]=[CH:18][C:17]2[N:16]([CH3:20])[C:15]3[CH2:21][CH:22]4[NH:26][CH:25]([C:14]=3[C:13]=2[C:12]=1C(OC(C)(C)C)=O)[CH2:24][CH2:23]4)(=[O:10])=[O:9].[ClH:34].